Task: Predict the reaction yield, written as a fraction of the theoretical maximum amount of product (1.0 means a 100% yield; for example, 0.34 means a 34% yield).. Dataset: Reaction yield outcomes from USPTO patents with 853,638 reactions The reactants are CN(C)/C=[CH:4]/[C:5]1[C:14]([N+:15]([O-:17])=[O:16])=[CH:13][CH:12]=[CH:11][C:6]=1[C:7]([O:9][CH3:10])=[O:8]. The catalyst is CCOC(C)=O. The product is [N+:15]([C:14]1[CH:13]=[CH:12][CH:11]=[C:6]2[C:5]=1[CH:4]=[CH:10][O:9][C:7]2=[O:8])([O-:17])=[O:16]. The yield is 0.820.